This data is from Forward reaction prediction with 1.9M reactions from USPTO patents (1976-2016). The task is: Predict the product of the given reaction. (1) Given the reactants [CH2:1]([N:8]([CH2:19][C:20]1[CH:34]=[CH:33][C:23]([O:24][C:25]2[CH:26]=[CH:27][C:28]([Br:32])=[C:29]([OH:31])[CH:30]=2)=[CH:22][CH:21]=1)[C:9]1[CH:14]=[CH:13][CH:12]=[C:11]([N+:15]([O-:17])=[O:16])[C:10]=1[CH3:18])[C:2]1[CH:7]=[CH:6][CH:5]=[CH:4][CH:3]=1.[C:35]([O:39][CH2:40]C)(=O)[CH2:36]O, predict the reaction product. The product is: [CH2:1]([N:8]([CH2:19][C:20]1[CH:21]=[CH:22][C:23]([O:24][C:25]2[CH:26]=[CH:27][C:28]([Br:32])=[C:29]([O:31][CH2:36][CH2:35][O:39][CH3:40])[CH:30]=2)=[CH:33][CH:34]=1)[C:9]1[CH:14]=[CH:13][CH:12]=[C:11]([N+:15]([O-:17])=[O:16])[C:10]=1[CH3:18])[C:2]1[CH:3]=[CH:4][CH:5]=[CH:6][CH:7]=1. (2) Given the reactants [NH2:1][C@H:2]1[CH2:6][CH2:5][N:4]([C:7]([O:9][C:10]([CH3:13])([CH3:12])[CH3:11])=[O:8])[CH2:3]1.[F:14][C:15]([F:22])([F:21])[C:16](OCC)=[O:17], predict the reaction product. The product is: [F:14][C:15]([F:22])([F:21])[C:16]([NH:1][C@H:2]1[CH2:6][CH2:5][N:4]([C:7]([O:9][C:10]([CH3:13])([CH3:12])[CH3:11])=[O:8])[CH2:3]1)=[O:17]. (3) Given the reactants Cl.Cl.[NH2:3][C:4]1[CH:9]=[C:8]([NH2:10])[C:7]([OH:11])=[CH:6][C:5]=1[OH:12].[N:13]1[CH:18]=[CH:17][CH:16]=[C:15]([C:19]([OH:21])=[O:20])[C:14]=1[C:22]([OH:24])=[O:23].N1C=CC=C(C([O-])=O)C=1C([O-])=O.[Na+].[Na+], predict the reaction product. The product is: [NH2:3][C:4]1[CH:9]=[C:8]([NH2:10])[C:7]([OH:11])=[CH:6][C:5]=1[OH:12].[N:13]1[CH:18]=[CH:17][CH:16]=[C:15]([C:19]([O-:21])=[O:20])[C:14]=1[C:22]([O-:24])=[O:23]. (4) Given the reactants [Cl-].[CH2:2]([N+:6]1[CH:10]=[CH:9][N:8]([CH3:11])[CH:7]=1)[CH2:3][CH2:4][CH3:5].[S:12]([O:20][CH3:21])([O:15][Si](C)(C)C)(=[O:14])=[O:13], predict the reaction product. The product is: [CH3:21][O:20][S:12]([O-:15])(=[O:14])=[O:13].[CH2:2]([N+:6]1[CH:10]=[CH:9][N:8]([CH3:11])[CH:7]=1)[CH2:3][CH2:4][CH3:5]. (5) The product is: [C:17]([O:10][C:3]1[CH:4]=[C:5]([CH3:9])[CH:6]=[C:7]([CH3:8])[C:2]=1[CH3:1])(=[O:19])[CH3:18]. Given the reactants [CH3:1][C:2]1[C:7]([CH3:8])=[CH:6][C:5]([CH3:9])=[CH:4][C:3]=1[OH:10].N1C=CC=CC=1.[C:17](OC(=O)C)(=[O:19])[CH3:18].O, predict the reaction product. (6) Given the reactants [Br:1][C:2]1[N:7]=[C:6]2[C:8]([C:11]([NH:13][C:14]([CH3:25])([CH3:24])[CH2:15][O:16][Si:17]([C:20]([CH3:23])([CH3:22])[CH3:21])([CH3:19])[CH3:18])=[O:12])=[CH:9][NH:10][C:5]2=[N:4][CH:3]=1.[C:26]([O:32][CH2:33]Cl)(=[O:31])[C:27]([CH3:30])([CH3:29])[CH3:28].C([O-])([O-])=O.[K+].[K+].O, predict the reaction product. The product is: [C:26]([O:32][CH2:33][N:10]1[C:5]2[C:6](=[N:7][C:2]([Br:1])=[CH:3][N:4]=2)[C:8]([C:11](=[O:12])[NH:13][C:14]([CH3:25])([CH3:24])[CH2:15][O:16][Si:17]([C:20]([CH3:23])([CH3:22])[CH3:21])([CH3:18])[CH3:19])=[CH:9]1)(=[O:31])[C:27]([CH3:30])([CH3:29])[CH3:28]. (7) Given the reactants [NH3:1].Cl[C:3]1[C:4]2[N:5]([C:9]([CH:25]3[CH2:29][CH2:28][CH2:27][CH2:26]3)=[N:10][C:11]=2[C:12]2[CH:17]=[CH:16][C:15]([O:18][C:19]3[CH:24]=[CH:23][CH:22]=[CH:21][CH:20]=3)=[CH:14][CH:13]=2)[CH:6]=[CH:7][N:8]=1, predict the reaction product. The product is: [CH:25]1([C:9]2[N:5]3[CH:6]=[CH:7][N:8]=[C:3]([NH2:1])[C:4]3=[C:11]([C:12]3[CH:17]=[CH:16][C:15]([O:18][C:19]4[CH:24]=[CH:23][CH:22]=[CH:21][CH:20]=4)=[CH:14][CH:13]=3)[N:10]=2)[CH2:29][CH2:28][CH2:27][CH2:26]1. (8) Given the reactants Cl.Cl[C:3]1[N:16]2[C:7](=[N:8][C:9]3[C:14]([C:15]2=[O:17])=[C:13]([F:18])[CH:12]=[CH:11][CH:10]=3)[C:6]2[CH:19]=[CH:20][N:21]([S:22]([C:25]3[CH:30]=[CH:29][C:28]([CH3:31])=[CH:27][CH:26]=3)(=[O:24])=[O:23])[C:5]=2[N:4]=1.Cl.[NH2:33][C:34]1[CH:35]=[C:36]([NH:42][C:43](=[O:48])[CH2:44][N:45]([CH3:47])[CH3:46])[CH:37]=[CH:38][C:39]=1[O:40][CH3:41].[CH3:49][NH2:50], predict the reaction product. The product is: [CH3:46][N:45]([CH3:47])[CH2:44][C:43]([NH:42][C:36]1[CH:37]=[CH:38][C:39]([O:40][CH3:41])=[C:34]([NH:33][C:3]2[N:16]=[C:7]([NH:8][C:9]3[CH:10]=[CH:11][CH:12]=[C:13]([F:18])[C:14]=3[C:15]([NH:50][CH3:49])=[O:17])[C:6]3[CH:19]=[CH:20][N:21]([S:22]([C:25]4[CH:26]=[CH:27][C:28]([CH3:31])=[CH:29][CH:30]=4)(=[O:24])=[O:23])[C:5]=3[N:4]=2)[CH:35]=1)=[O:48]. (9) Given the reactants [CH3:1][C:2]1[C:7]([CH2:8][NH:9][C:10](=[O:13])[CH2:11][CH3:12])=[CH:6][CH:5]=[C:4]([N:14]2[CH2:18][CH2:17][C:16]([C:23]3[CH:28]=[C:27]([Cl:29])[C:26]([Cl:30])=[C:25]([Cl:31])[CH:24]=3)([C:19]([F:22])([F:21])[F:20])[CH2:15]2)[N:3]=1.ClCCl.C(O)(=[O:37])C, predict the reaction product. The product is: [OH:37][CH:15]1[C:16]([C:23]2[CH:24]=[C:25]([Cl:31])[C:26]([Cl:30])=[C:27]([Cl:29])[CH:28]=2)([C:19]([F:22])([F:20])[F:21])[CH2:17][CH2:18][N:14]1[C:4]1[N:3]=[C:2]([CH3:1])[C:7]([CH2:8][NH:9][C:10](=[O:13])[CH2:11][CH3:12])=[CH:6][CH:5]=1.